This data is from Forward reaction prediction with 1.9M reactions from USPTO patents (1976-2016). The task is: Predict the product of the given reaction. The product is: [CH:16]1([CH2:21][N:24]2[CH2:28][CH:29]3[CH2:27][CH:25]2[CH2:26][CH:30]3[NH:13][C:11]([C:4]2[C:5]3[C:10](=[CH:9][CH:8]=[CH:7][CH:6]=3)[NH:2][N:3]=2)=[O:12])[CH2:17][CH2:14]1. Given the reactants Cl.[NH:2]1[C:10]2[C:5](=[CH:6][CH:7]=[CH:8][CH:9]=2)[C:4]([C:11]([NH2:13])=[O:12])=[N:3]1.[CH2:14]1[CH:16]([CH:17](O)C#N)C1.[CH:21]([N:24]([CH2:28][CH3:29])[CH:25]([CH3:27])[CH3:26])(C)C.[C:30](O)(=O)C.C(O[BH-](OC(=O)C)OC(=O)C)(=O)C.[Na+], predict the reaction product.